From a dataset of CYP2C19 inhibition data for predicting drug metabolism from PubChem BioAssay. Regression/Classification. Given a drug SMILES string, predict its absorption, distribution, metabolism, or excretion properties. Task type varies by dataset: regression for continuous measurements (e.g., permeability, clearance, half-life) or binary classification for categorical outcomes (e.g., BBB penetration, CYP inhibition). Dataset: cyp2c19_veith. The compound is O=C(O)C1CCC(=O)N(C2CC2)C1c1ccccc1. The result is 0 (non-inhibitor).